Dataset: Catalyst prediction with 721,799 reactions and 888 catalyst types from USPTO. Task: Predict which catalyst facilitates the given reaction. (1) Reactant: [NH2:1][C:2]1[N:10]=[CH:9][N:8]=[C:7]2[C:3]=1[N:4]=[CH:5][N:6]2[C@H:11]1[C@@H:15]2[O:16]C(C)(C)[O:18][C@@H:14]2[C@@H:13]([CH2:21][N:22]([CH3:41])[CH2:23][CH2:24][CH:25]([NH:27][C:28]([NH:30][C:31]2[CH:36]=[CH:35][C:34]([C:37]([CH3:40])([CH3:39])[CH3:38])=[CH:33][CH:32]=2)=[O:29])[CH3:26])[O:12]1.C([O-])([O-])=O.[K+].[K+]. Product: [NH2:1][C:2]1[N:10]=[CH:9][N:8]=[C:7]2[C:3]=1[N:4]=[CH:5][N:6]2[C@@H:11]1[O:12][C@H:13]([CH2:21][N:22]([CH3:41])[CH2:23][CH2:24][CH:25]([NH:27][C:28]([NH:30][C:31]2[CH:32]=[CH:33][C:34]([C:37]([CH3:38])([CH3:40])[CH3:39])=[CH:35][CH:36]=2)=[O:29])[CH3:26])[C@@H:14]([OH:18])[C@H:15]1[OH:16]. The catalyst class is: 484. (2) Reactant: C(=O)([O-])[O-].[K+].[K+].[N+:7]([C:10]1[CH:11]=[C:12]([OH:16])[CH:13]=[CH:14][CH:15]=1)([O-:9])=[O:8].Br[CH2:18][CH2:19][CH2:20][CH2:21][CH2:22][C:23]1[CH:28]=[CH:27][CH:26]=[CH:25][CH:24]=1.[I-].[K+]. Product: [N+:7]([C:10]1[CH:15]=[CH:14][CH:13]=[C:12]([O:16][CH2:18][CH2:19][CH2:20][CH2:21][CH2:22][C:23]2[CH:28]=[CH:27][CH:26]=[CH:25][CH:24]=2)[CH:11]=1)([O-:9])=[O:8]. The catalyst class is: 60. (3) Reactant: C([O:3][C:4]([C:6]1(C(OCC)=O)[CH:10]([CH:11]([CH3:13])[CH3:12])[CH2:9][CH2:8][NH:7]1)=[O:5])C. The catalyst class is: 33. Product: [CH:11]([CH:10]1[CH2:9][CH2:8][NH:7][C@@H:6]1[C:4]([OH:5])=[O:3])([CH3:13])[CH3:12]. (4) Reactant: [Br:1][C:2]1[CH:3]=[C:4]2[C:9](=[CH:10][CH:11]=1)[C:8]([OH:12])=[CH:7][C:6]([CH3:13])=[CH:5]2.[C:14]([O:18][CH2:19][CH3:20])(=[O:17])[CH:15]=[O:16]. Product: [Br:1][C:2]1[CH:3]=[C:4]2[C:9](=[CH:10][CH:11]=1)[C:8]([OH:12])=[C:7]([CH:15]([OH:16])[C:14]([O:18][CH2:19][CH3:20])=[O:17])[C:6]([CH3:13])=[CH:5]2. The catalyst class is: 528. (5) The catalyst class is: 9. Reactant: [F:1][C:2]([F:17])([F:16])[C:3]([NH:5][C@H:6]([CH3:15])[CH2:7][C:8]1[CH:13]=[CH:12][C:11]([SH:14])=[CH:10][CH:9]=1)=[O:4].F[C:19]1[CH:26]=[CH:25][C:22]([CH:23]=[O:24])=[CH:21][CH:20]=1.C(=O)([O-])[O-].[K+].[K+].O. Product: [F:17][C:2]([F:1])([F:16])[C:3]([NH:5][C@H:6]([CH3:15])[CH2:7][C:8]1[CH:13]=[CH:12][C:11]([S:14][C:19]2[CH:26]=[CH:25][C:22]([CH:23]=[O:24])=[CH:21][CH:20]=2)=[CH:10][CH:9]=1)=[O:4].